This data is from Full USPTO retrosynthesis dataset with 1.9M reactions from patents (1976-2016). The task is: Predict the reactants needed to synthesize the given product. (1) The reactants are: Br[C:2]1[CH:3]=[C:4]([CH:27]=[CH:28][CH:29]=1)[C:5]([NH:7][C:8]1[C:17]2[C:12](=[CH:13][CH:14]=[CH:15][CH:16]=2)[C:11]([O:18][CH2:19][CH2:20][N:21]2[CH2:26][CH2:25][O:24][CH2:23][CH2:22]2)=[CH:10][CH:9]=1)=[O:6].[F:30][C:31]1[CH:36]=[CH:35][CH:34]=[CH:33][C:32]=1B(O)O. Given the product [N:21]1([CH2:20][CH2:19][O:18][C:11]2[C:12]3[C:17](=[CH:16][CH:15]=[CH:14][CH:13]=3)[C:8]([NH:7][C:5]([C:4]3[CH:3]=[C:2]([C:32]4[CH:33]=[CH:34][CH:35]=[CH:36][C:31]=4[F:30])[CH:29]=[CH:28][CH:27]=3)=[O:6])=[CH:9][CH:10]=2)[CH2:26][CH2:25][O:24][CH2:23][CH2:22]1, predict the reactants needed to synthesize it. (2) Given the product [Cl:1][C:2]1[C:3]([CH:13]=[O:14])=[CH:4][C:5]([CH2:8][CH2:9][CH2:10][O:11][CH3:12])=[N:6][CH:7]=1, predict the reactants needed to synthesize it. The reactants are: [Cl:1][C:2]1[C:3]([CH:13](OC)[O:14]C)=[CH:4][C:5]([CH2:8][CH2:9][CH2:10][O:11][CH3:12])=[N:6][CH:7]=1.CCOC(C)=O.[OH-].[Na+]. (3) Given the product [Br:1][C:2]1[CH:7]=[CH:6][C:5]2[NH:8][CH:10]=[N:9][C:4]=2[CH:3]=1, predict the reactants needed to synthesize it. The reactants are: [Br:1][C:2]1[CH:3]=[C:4]([NH2:9])[C:5]([NH2:8])=[CH:6][CH:7]=1.[CH:10](OC)(OC)OC.Cl.C([O-])(O)=O.[Na+]. (4) Given the product [C:23]([OH:25])(=[O:24])[C:22]1[CH:27]=[CH:28][CH:19]=[CH:20][CH:21]=1, predict the reactants needed to synthesize it. The reactants are: FC(F)(OC1C=CC(C2OC([C:19]3[CH:28]=[CH:27][C:22]([C:23]([O:25]C)=[O:24])=[CH:21][CH:20]=3)=NN=2)=CC=1)C(F)(F)F.Cl.